This data is from NCI-60 drug combinations with 297,098 pairs across 59 cell lines. The task is: Regression. Given two drug SMILES strings and cell line genomic features, predict the synergy score measuring deviation from expected non-interaction effect. (1) Synergy scores: CSS=-1.16, Synergy_ZIP=-0.447, Synergy_Bliss=-0.820, Synergy_Loewe=-2.10, Synergy_HSA=-1.79. Drug 2: C(CCl)NC(=O)N(CCCl)N=O. Drug 1: CC1=C(C=C(C=C1)NC2=NC=CC(=N2)N(C)C3=CC4=NN(C(=C4C=C3)C)C)S(=O)(=O)N.Cl. Cell line: OVCAR-8. (2) Drug 1: C1=C(C(=O)NC(=O)N1)F. Drug 2: C1CC(=O)NC(=O)C1N2C(=O)C3=CC=CC=C3C2=O. Cell line: RPMI-8226. Synergy scores: CSS=66.9, Synergy_ZIP=-11.2, Synergy_Bliss=-24.9, Synergy_Loewe=-27.8, Synergy_HSA=-25.0. (3) Drug 1: C1CCC(C1)C(CC#N)N2C=C(C=N2)C3=C4C=CNC4=NC=N3. Drug 2: CN1C(=O)N2C=NC(=C2N=N1)C(=O)N. Cell line: A498. Synergy scores: CSS=-3.42, Synergy_ZIP=1.38, Synergy_Bliss=-0.708, Synergy_Loewe=-4.88, Synergy_HSA=-3.30.